Task: Predict which catalyst facilitates the given reaction.. Dataset: Catalyst prediction with 721,799 reactions and 888 catalyst types from USPTO (1) Reactant: [C:1]([O:5][C:6]([N:8]1[CH2:12][C@H:11]([OH:13])[CH2:10][C@H:9]1[C:14]([N:16]1[CH2:22][CH2:21][CH2:20][N:19]([CH:23]2[CH2:26][CH2:25][CH2:24]2)[CH2:18][CH2:17]1)=[O:15])=[O:7])([CH3:4])([CH3:3])[CH3:2].[H-].[Na+].Br[CH:30]([CH3:32])[CH3:31]. Product: [C:1]([O:5][C:6]([N:8]1[CH2:12][C@H:11]([O:13][CH:30]([CH3:32])[CH3:31])[CH2:10][C@H:9]1[C:14]([N:16]1[CH2:22][CH2:21][CH2:20][N:19]([CH:23]2[CH2:24][CH2:25][CH2:26]2)[CH2:18][CH2:17]1)=[O:15])=[O:7])([CH3:4])([CH3:2])[CH3:3]. The catalyst class is: 3. (2) The catalyst class is: 4. Reactant: [NH2:1][C@@:2]1([C:30]2[CH:35]=[C:34]([Br:36])[CH:33]=[CH:32][C:31]=2[F:37])[CH2:6][O:5][C@H:4]([CH2:7][O:8][C:9]([C:22]2[CH:27]=[CH:26][CH:25]=[CH:24][CH:23]=2)([C:16]2[CH:21]=[CH:20][CH:19]=[CH:18][CH:17]=2)[C:10]2[CH:15]=[CH:14][CH:13]=[CH:12][CH:11]=2)[C@H:3]1[CH2:28][OH:29].[C:38]([N:46]=[C:47]=[S:48])(=[O:45])[C:39]1[CH:44]=[CH:43][CH:42]=[CH:41][CH:40]=1.C(=O)(O)[O-].[Na+]. Product: [Br:36][C:34]1[CH:33]=[CH:32][C:31]([F:37])=[C:30]([C@@:2]2([NH:1][C:47]([NH:46][C:38](=[O:45])[C:39]3[CH:40]=[CH:41][CH:42]=[CH:43][CH:44]=3)=[S:48])[C@H:3]([CH2:28][OH:29])[C@@H:4]([CH2:7][O:8][C:9]([C:16]3[CH:21]=[CH:20][CH:19]=[CH:18][CH:17]=3)([C:22]3[CH:27]=[CH:26][CH:25]=[CH:24][CH:23]=3)[C:10]3[CH:11]=[CH:12][CH:13]=[CH:14][CH:15]=3)[O:5][CH2:6]2)[CH:35]=1. (3) Reactant: [NH2:1][C:2]1[NH:3][C:4](=O)[C:5]2[C:10]([CH:11]([CH3:13])[CH3:12])=[CH:9][NH:8][C:6]=2[N:7]=1.C(OC(=O)C)(=O)C.C1(N(C)C)C=CC=CC=1.O=P(Cl)(Cl)[Cl:33].Cl. Product: [Cl:33][C:4]1[C:5]2[C:10]([CH:11]([CH3:13])[CH3:12])=[CH:9][NH:8][C:6]=2[N:7]=[C:2]([NH2:1])[N:3]=1. The catalyst class is: 23. (4) The catalyst class is: 7. Product: [F:9][C:8]1[CH:7]=[CH:6][CH:5]=[C:4]([S:10]([N:16]2[CH2:17][CH2:18][S:14][CH2:15]2)(=[O:12])=[O:11])[C:3]=1[C:1]#[N:2]. Reactant: [C:1]([C:3]1[C:8]([F:9])=[CH:7][CH:6]=[CH:5][C:4]=1[S:10](Cl)(=[O:12])=[O:11])#[N:2].[S:14]1[CH2:18][CH2:17][NH:16][CH2:15]1.